From a dataset of Peptide-MHC class I binding affinity with 185,985 pairs from IEDB/IMGT. Regression. Given a peptide amino acid sequence and an MHC pseudo amino acid sequence, predict their binding affinity value. This is MHC class I binding data. (1) The peptide sequence is IYTIIQDQL. The MHC is HLA-A24:02 with pseudo-sequence HLA-A24:02. The binding affinity (normalized) is 0.605. (2) The peptide sequence is GERQNATEI. The MHC is HLA-B18:01 with pseudo-sequence HLA-B18:01. The binding affinity (normalized) is 0.0934.